From a dataset of NCI-60 drug combinations with 297,098 pairs across 59 cell lines. Regression. Given two drug SMILES strings and cell line genomic features, predict the synergy score measuring deviation from expected non-interaction effect. (1) Drug 1: CS(=O)(=O)C1=CC(=C(C=C1)C(=O)NC2=CC(=C(C=C2)Cl)C3=CC=CC=N3)Cl. Drug 2: CCC1(CC2CC(C3=C(CCN(C2)C1)C4=CC=CC=C4N3)(C5=C(C=C6C(=C5)C78CCN9C7C(C=CC9)(C(C(C8N6C)(C(=O)OC)O)OC(=O)C)CC)OC)C(=O)OC)O.OS(=O)(=O)O. Cell line: 786-0. Synergy scores: CSS=50.5, Synergy_ZIP=20.4, Synergy_Bliss=20.7, Synergy_Loewe=16.5, Synergy_HSA=21.7. (2) Synergy scores: CSS=48.6, Synergy_ZIP=-2.16, Synergy_Bliss=-2.19, Synergy_Loewe=-27.5, Synergy_HSA=-2.24. Drug 1: C1=CC(=C2C(=C1NCCNCCO)C(=O)C3=C(C=CC(=C3C2=O)O)O)NCCNCCO. Drug 2: CC1=C(C=C(C=C1)C(=O)NC2=CC(=CC(=C2)C(F)(F)F)N3C=C(N=C3)C)NC4=NC=CC(=N4)C5=CN=CC=C5. Cell line: SK-OV-3. (3) Drug 1: CC1=C(C(CCC1)(C)C)C=CC(=CC=CC(=CC(=O)O)C)C. Drug 2: CC1=C(C(=O)C2=C(C1=O)N3CC4C(C3(C2COC(=O)N)OC)N4)N. Cell line: COLO 205. Synergy scores: CSS=35.5, Synergy_ZIP=6.59, Synergy_Bliss=-0.508, Synergy_Loewe=-20.3, Synergy_HSA=0.204. (4) Drug 1: COC1=CC(=CC(=C1O)OC)C2C3C(COC3=O)C(C4=CC5=C(C=C24)OCO5)OC6C(C(C7C(O6)COC(O7)C8=CC=CS8)O)O. Drug 2: CCC1(CC2CC(C3=C(CCN(C2)C1)C4=CC=CC=C4N3)(C5=C(C=C6C(=C5)C78CCN9C7C(C=CC9)(C(C(C8N6C)(C(=O)OC)O)OC(=O)C)CC)OC)C(=O)OC)O.OS(=O)(=O)O. Cell line: HS 578T. Synergy scores: CSS=34.7, Synergy_ZIP=3.01, Synergy_Bliss=2.57, Synergy_Loewe=1.54, Synergy_HSA=3.86. (5) Drug 1: CNC(=O)C1=NC=CC(=C1)OC2=CC=C(C=C2)NC(=O)NC3=CC(=C(C=C3)Cl)C(F)(F)F. Drug 2: CN1C2=C(C=C(C=C2)N(CCCl)CCCl)N=C1CCCC(=O)O.Cl. Cell line: PC-3. Synergy scores: CSS=-0.0240, Synergy_ZIP=-0.523, Synergy_Bliss=-2.84, Synergy_Loewe=-0.0509, Synergy_HSA=-2.95. (6) Drug 1: CC1=C(C=C(C=C1)NC2=NC=CC(=N2)N(C)C3=CC4=NN(C(=C4C=C3)C)C)S(=O)(=O)N.Cl. Drug 2: CCCCCOC(=O)NC1=NC(=O)N(C=C1F)C2C(C(C(O2)C)O)O. Cell line: RXF 393. Synergy scores: CSS=10.0, Synergy_ZIP=-1.43, Synergy_Bliss=1.34, Synergy_Loewe=3.58, Synergy_HSA=3.70. (7) Synergy scores: CSS=28.3, Synergy_ZIP=-4.64, Synergy_Bliss=2.46, Synergy_Loewe=3.66, Synergy_HSA=4.72. Drug 1: COC1=C(C=C2C(=C1)N=CN=C2NC3=CC(=C(C=C3)F)Cl)OCCCN4CCOCC4. Drug 2: C1CCC(C(C1)N)N.C(=O)(C(=O)[O-])[O-].[Pt+4]. Cell line: HCC-2998. (8) Drug 1: CC(C1=C(C=CC(=C1Cl)F)Cl)OC2=C(N=CC(=C2)C3=CN(N=C3)C4CCNCC4)N. Drug 2: C(CN)CNCCSP(=O)(O)O. Cell line: PC-3. Synergy scores: CSS=2.94, Synergy_ZIP=-2.49, Synergy_Bliss=-2.16, Synergy_Loewe=-11.1, Synergy_HSA=-2.38. (9) Cell line: SF-539. Drug 1: C1=CC(=CC=C1C#N)C(C2=CC=C(C=C2)C#N)N3C=NC=N3. Synergy scores: CSS=-1.04, Synergy_ZIP=-4.57, Synergy_Bliss=-7.32, Synergy_Loewe=-4.42, Synergy_HSA=-4.51. Drug 2: CC(C)CN1C=NC2=C1C3=CC=CC=C3N=C2N. (10) Drug 1: C1C(C(OC1N2C=C(C(=O)NC2=O)F)CO)O. Drug 2: C1CN1C2=NC(=NC(=N2)N3CC3)N4CC4. Cell line: LOX IMVI. Synergy scores: CSS=43.0, Synergy_ZIP=-9.06, Synergy_Bliss=-7.58, Synergy_Loewe=-2.12, Synergy_HSA=-1.53.